This data is from HIV replication inhibition screening data with 41,000+ compounds from the AIDS Antiviral Screen. The task is: Binary Classification. Given a drug SMILES string, predict its activity (active/inactive) in a high-throughput screening assay against a specified biological target. (1) The molecule is O=C(NC1C=CCC2C(=O)N(c3ccccc3)C(=O)C12)OCc1ccccc1. The result is 0 (inactive). (2) The compound is CC1(C)CCC2(C)N(c3ccccc3)C(=O)ON12. The result is 0 (inactive). (3) The drug is CC(NC(=O)C1CCCN1C(=O)OC(C)(C)C)C(=O)OCc1ccccc1. The result is 0 (inactive). (4) The result is 0 (inactive). The compound is CN(C(=S)Nc1ccccc1)c1cc(N2CCCC2)ccn1. (5) The compound is CCN1C(=O)CSC1=S. The result is 0 (inactive). (6) The compound is CC(=Cc1ccccc1)C=C1NC(=O)NC1=O. The result is 0 (inactive). (7) The drug is S=c1c2ccccc2c(=S)n2n1CC=CC2. The result is 0 (inactive).